From a dataset of Full USPTO retrosynthesis dataset with 1.9M reactions from patents (1976-2016). Predict the reactants needed to synthesize the given product. (1) Given the product [C:1]([C:5]1[CH:6]=[C:7]([NH:11][C:12]([C:13]2[CH:14]=[CH:15][C:16]([CH:19]3[CH2:24][CH2:23][N:22]([C:27]4[CH:28]=[C:29]([CH:33]=[CH:34][CH:35]=4)[C:30]([OH:32])=[O:31])[CH2:21][CH2:20]3)=[CH:17][CH:18]=2)=[O:25])[CH:8]=[CH:9][CH:10]=1)([CH3:4])([CH3:2])[CH3:3], predict the reactants needed to synthesize it. The reactants are: [C:1]([C:5]1[CH:6]=[C:7]([NH:11][C:12](=[O:25])[C:13]2[CH:18]=[CH:17][C:16]([CH:19]3[CH2:24][CH2:23][NH:22][CH2:21][CH2:20]3)=[CH:15][CH:14]=2)[CH:8]=[CH:9][CH:10]=1)([CH3:4])([CH3:3])[CH3:2].Br[C:27]1[CH:28]=[C:29]([CH:33]=[CH:34][CH:35]=1)[C:30]([OH:32])=[O:31].C(C1C=C(NC(C2C=CC(N3CCN(C4C=CC(C(O)=O)=CC=4)CC3)=C(F)C=2)=O)C=CC=1)(C)(C)C. (2) Given the product [CH:40]1([CH2:39][O:34][C:33](=[O:35])[CH2:32][C:5]2[CH:6]=[C:7]([C:8]3[CH:13]=[CH:12][C:11]([C:14]([F:15])([F:16])[F:17])=[CH:10][C:9]=3[CH2:18][N:19]3[C@@H:23]([CH3:24])[C@@H:22]([C:25]4[CH:30]=[CH:29][CH:28]=[CH:27][CH:26]=4)[O:21][C:20]3=[O:31])[C:2]([O:1][CH2:37][CH:38]3[CH2:40][CH2:39]3)=[CH:3][CH:4]=2)[CH2:38][CH2:37]1, predict the reactants needed to synthesize it. The reactants are: [OH:1][C:2]1[C:7]([C:8]2[CH:13]=[CH:12][C:11]([C:14]([F:17])([F:16])[F:15])=[CH:10][C:9]=2[CH2:18][N:19]2[C@@H:23]([CH3:24])[C@@H:22]([C:25]3[CH:30]=[CH:29][CH:28]=[CH:27][CH:26]=3)[O:21][C:20]2=[O:31])=[CH:6][C:5]([CH2:32][C:33]([OH:35])=[O:34])=[CH:4][CH:3]=1.Br[CH2:37][CH:38]1[CH2:40][CH2:39]1. (3) Given the product [NH2:1][C:2]1[C:17]([NH2:18])=[CH:16][C:5]([C:6]([O:8][CH2:9][C:10]2[CH:11]=[CH:12][CH:13]=[CH:14][CH:15]=2)=[O:7])=[C:4]([O:21][CH:22]2[CH2:26][CH2:25][O:24][CH2:23]2)[CH:3]=1, predict the reactants needed to synthesize it. The reactants are: [NH2:1][C:2]1[C:17]([N+:18]([O-])=O)=[CH:16][C:5]([C:6]([O:8][CH2:9][C:10]2[CH:15]=[CH:14][CH:13]=[CH:12][CH:11]=2)=[O:7])=[C:4]([O:21][CH:22]2[CH2:26][CH2:25][O:24][CH2:23]2)[CH:3]=1.C1COCC1. (4) Given the product [Br:34][C:35]1[CH:47]=[CH:46][C:45]([OH:48])=[CH:44][C:36]=1[CH2:37][CH:38]1[CH2:39][CH2:40][N:41]([C:9](=[O:11])[CH2:8][C:3]2[CH:4]=[CH:5][CH:6]=[CH:7][C:2]=2[Cl:1])[CH2:42][CH2:43]1, predict the reactants needed to synthesize it. The reactants are: [Cl:1][C:2]1[CH:7]=[CH:6][CH:5]=[CH:4][C:3]=1[CH2:8][C:9]([OH:11])=O.Cl.C(N=C=NCCCN(C)C)C.ON1C2C=CC=CC=2N=N1.[Br:34][C:35]1[CH:47]=[CH:46][C:45]([OH:48])=[CH:44][C:36]=1[CH2:37][CH:38]1[CH2:43][CH2:42][NH:41][CH2:40][CH2:39]1. (5) Given the product [Br:1][C:2]1[CH:3]=[C:4]([NH2:21])[C:5]([NH:6][CH2:7][C:8]2[CH:18]=[CH:17][C:11]3[N:12]=[C:13]([S:15][CH3:16])[S:14][C:10]=3[CH:9]=2)=[CH:19][CH:20]=1, predict the reactants needed to synthesize it. The reactants are: [Br:1][C:2]1[CH:20]=[CH:19][C:5]([NH:6][CH2:7][C:8]2[CH:18]=[CH:17][C:11]3[N:12]=[C:13]([S:15][CH3:16])[S:14][C:10]=3[CH:9]=2)=[C:4]([N+:21]([O-])=O)[CH:3]=1.BrC1C(OC)=CC(NCC2C=CC3N=C(SC)SC=3C=2)=C([N+]([O-])=O)C=1. (6) Given the product [CH2:27]([C@@H:17]1[N:16]([C:14]([C:11]2[CH:10]=[C:9]([C:4]3[CH:5]=[CH:6][CH:7]=[C:2]([O:45][CH3:36])[CH:3]=3)[O:13][N:12]=2)=[O:15])[CH2:21][C@H:20]([CH2:22][CH:23]([CH3:25])[CH3:24])[NH:19][C:18]1=[O:26])[CH:28]([CH3:30])[CH3:29], predict the reactants needed to synthesize it. The reactants are: F[C:2]1[CH:3]=[C:4]([C:9]2[O:13][N:12]=[C:11]([C:14]([N:16]3[CH2:21][C@H:20]([CH2:22][CH:23]([CH3:25])[CH3:24])[NH:19][C:18](=[O:26])[C@@H:17]3[CH2:27][CH:28]([CH3:30])[CH3:29])=[O:15])[CH:10]=2)[CH:5]=[CH:6][C:7]=1F.C([C@@H]1NC[C@H](CC(C)C)N[C:36]1=[O:45])C(C)C.COC1C=C(C2ON=C(C(O)=O)C=2)C=CC=1.